Dataset: Peptide-MHC class II binding affinity with 134,281 pairs from IEDB. Task: Regression. Given a peptide amino acid sequence and an MHC pseudo amino acid sequence, predict their binding affinity value. This is MHC class II binding data. (1) The peptide sequence is QMATTLPVQRHPRSL. The MHC is DRB1_0404 with pseudo-sequence DRB1_0404. The binding affinity (normalized) is 0.320. (2) The peptide sequence is RFLLIRNSTWKNQCE. The MHC is DRB1_0101 with pseudo-sequence DRB1_0101. The binding affinity (normalized) is 0.504. (3) The peptide sequence is RQKIIYSGAVNLDDE. The MHC is DRB1_1501 with pseudo-sequence DRB1_1501. The binding affinity (normalized) is 0.738. (4) The peptide sequence is LKDEAYFAANAAAQA. The MHC is DRB1_0401 with pseudo-sequence DRB1_0401. The binding affinity (normalized) is 0.797.